Dataset: Full USPTO retrosynthesis dataset with 1.9M reactions from patents (1976-2016). Task: Predict the reactants needed to synthesize the given product. (1) Given the product [N:18]1([CH2:17][CH2:16][NH:15][S:8]([CH2:9][CH2:10][C:11]([O:13][CH3:14])=[O:12])(=[O:3])=[O:7])[CH2:23][CH2:22][CH2:21][CH2:20][CH2:19]1, predict the reactants needed to synthesize it. The reactants are: C(OCC)(=[O:3])C.[OH2:7].[SH:8][CH2:9][CH2:10][C:11]([O:13][CH3:14])=[O:12].[NH2:15][CH2:16][CH2:17][N:18]1[CH2:23][CH2:22][CH2:21][CH2:20][CH2:19]1. (2) Given the product [CH3:5][O:4][C:2](=[O:3])[NH:11][C:10]1[CH:12]=[CH:13][C:7]([F:6])=[C:8]([N+:14]([O-:16])=[O:15])[CH:9]=1, predict the reactants needed to synthesize it. The reactants are: Cl[C:2]([O:4][CH3:5])=[O:3].[F:6][C:7]1[CH:13]=[CH:12][C:10]([NH2:11])=[CH:9][C:8]=1[N+:14]([O-:16])=[O:15].CCN(C(C)C)C(C)C. (3) Given the product [F:1][C:2]1[CH:3]=[C:4]2[C:9](=[C:10]([O:23][CH3:24])[C:11]=1[N:12]1[CH2:17][CH2:16][CH:15]([C:18]([OH:20])=[O:19])[CH2:14][CH2:13]1)[N:8]([CH2:25][C:26]([F:29])([F:27])[F:28])[CH:7]=[C:6]([C:30]([NH:32][CH2:33][C:34]1[CH:39]=[CH:38][C:37]([O:40][C:41]([F:42])([F:43])[F:44])=[CH:36][C:35]=1[CH3:45])=[O:31])[C:5]2=[O:46], predict the reactants needed to synthesize it. The reactants are: [F:1][C:2]1[CH:3]=[C:4]2[C:9](=[C:10]([O:23][CH3:24])[C:11]=1[N:12]1[CH2:17][CH2:16][CH:15]([C:18]([O:20]CC)=[O:19])[CH2:14][CH2:13]1)[N:8]([CH2:25][C:26]([F:29])([F:28])[F:27])[CH:7]=[C:6]([C:30]([NH:32][CH2:33][C:34]1[CH:39]=[CH:38][C:37]([O:40][C:41]([F:44])([F:43])[F:42])=[CH:36][C:35]=1[CH3:45])=[O:31])[C:5]2=[O:46].[OH-].[Li+].Cl. (4) Given the product [N:1]([CH2:4][CH2:5][CH2:6][CH2:7][N:8]1[C@H:12]([C@H:13]([NH:14][S@@:15]([C:17]([CH3:20])([CH3:19])[CH3:18])=[O:16])[C:48]([F:50])([F:49])[F:47])[C@:11]([C@H:22]([O:25][Si:26]([C:39]([CH3:42])([CH3:41])[CH3:40])([C:27]2[CH:28]=[CH:29][CH:30]=[CH:31][CH:32]=2)[C:33]2[CH:34]=[CH:35][CH:36]=[CH:37][CH:38]=2)[CH2:23][CH3:24])([CH3:21])[O:10][C:9]1=[O:43])=[N+:2]=[N-:3], predict the reactants needed to synthesize it. The reactants are: [N:1]([CH2:4][CH2:5][CH2:6][CH2:7][N:8]1[C@H:12](/[CH:13]=[N:14]/[S@@:15]([C:17]([CH3:20])([CH3:19])[CH3:18])=[O:16])[C@:11]([C@H:22]([O:25][Si:26]([C:39]([CH3:42])([CH3:41])[CH3:40])([C:33]2[CH:38]=[CH:37][CH:36]=[CH:35][CH:34]=2)[C:27]2[CH:32]=[CH:31][CH:30]=[CH:29][CH:28]=2)[CH2:23][CH3:24])([CH3:21])[O:10][C:9]1=[O:43])=[N+:2]=[N-:3].C(=O)=O.[F:47][C:48]([Si](C)(C)C)([F:50])[F:49].[NH4+].[Cl-]. (5) The reactants are: [CH:1]1([N:6]2[CH2:12][C:11]([F:14])([F:13])[C:10](=[O:15])[N:9]([CH3:16])[C:8]3[CH:17]=[N:18][C:19]([NH:21][C:22]4[C:30]([O:31][CH3:32])=[CH:29][C:25]([C:26](O)=[O:27])=[C:24]([F:33])[CH:23]=4)=[N:20][C:7]2=3)[CH2:5][CH2:4][CH2:3][CH2:2]1.F[P-](F)(F)(F)(F)F.CN(C(N(C)C)=[N+]1C2C=CC=CC=2[N+]([O-])=N1)C.C(N(C(C)C)CC)(C)C.[NH2:67][CH:68]1[CH2:73][CH2:72][N:71]([CH3:74])[CH2:70][CH2:69]1. Given the product [CH:1]1([N:6]2[CH2:12][C:11]([F:14])([F:13])[C:10](=[O:15])[N:9]([CH3:16])[C:8]3[CH:17]=[N:18][C:19]([NH:21][C:22]4[C:30]([O:31][CH3:32])=[CH:29][C:25]([C:26]([NH:67][CH:68]5[CH2:73][CH2:72][N:71]([CH3:74])[CH2:70][CH2:69]5)=[O:27])=[C:24]([F:33])[CH:23]=4)=[N:20][C:7]2=3)[CH2:5][CH2:4][CH2:3][CH2:2]1, predict the reactants needed to synthesize it. (6) Given the product [C:28]([NH:32][S:33]([C:36]1[CH:37]=[CH:38][CH:39]=[C:40]([C:2]2[CH:7]=[C:6]([C:8]3[CH:13]=[C:12]([C:14]([F:17])([F:16])[F:15])[CH:11]=[C:10]([C:18]4[CH:23]=[CH:22][C:21]([C:24]([F:27])([F:26])[F:25])=[CH:20][CH:19]=4)[N:9]=3)[CH:5]=[CH:4][N:3]=2)[CH:41]=1)(=[O:35])=[O:34])([CH3:31])([CH3:29])[CH3:30], predict the reactants needed to synthesize it. The reactants are: Cl[C:2]1[CH:7]=[C:6]([C:8]2[CH:13]=[C:12]([C:14]([F:17])([F:16])[F:15])[CH:11]=[C:10]([C:18]3[CH:23]=[CH:22][C:21]([C:24]([F:27])([F:26])[F:25])=[CH:20][CH:19]=3)[N:9]=2)[CH:5]=[CH:4][N:3]=1.[C:28]([NH:32][S:33]([C:36]1[CH:37]=[C:38](B(O)O)[CH:39]=[CH:40][CH:41]=1)(=[O:35])=[O:34])([CH3:31])([CH3:30])[CH3:29].